Dataset: Forward reaction prediction with 1.9M reactions from USPTO patents (1976-2016). Task: Predict the product of the given reaction. (1) Given the reactants [O:1]=[S:2]1(=[O:19])[CH2:6][CH2:5][CH2:4][N:3]1[CH2:7][C:8]1[CH:17]=[CH:16][C:11]([C:12]([O:14]C)=O)=[C:10]([F:18])[CH:9]=1.[CH:20]1([C:23]2[CH:24]=[C:25]([CH3:35])[C:26]([N:29]3[CH2:34][CH2:33][NH:32][CH2:31][CH2:30]3)=[N:27][CH:28]=2)[CH2:22][CH2:21]1, predict the reaction product. The product is: [CH:20]1([C:23]2[CH:24]=[C:25]([CH3:35])[C:26]([N:29]3[CH2:30][CH2:31][N:32]([C:12]([C:11]4[CH:16]=[CH:17][C:8]([CH2:7][N:3]5[CH2:4][CH2:5][CH2:6][S:2]5(=[O:1])=[O:19])=[CH:9][C:10]=4[F:18])=[O:14])[CH2:33][CH2:34]3)=[N:27][CH:28]=2)[CH2:22][CH2:21]1. (2) Given the reactants C(Cl)Cl.[CH2:4]([Mg]Br)[CH3:5].Cl[C:9]1[N:17]=[C:16]2[C:12]([N:13]=[CH:14][N:15]2[CH2:18][C:19]2[CH:24]=[CH:23][C:22]([O:25][CH3:26])=[CH:21][CH:20]=2)=[C:11]([C:27]2[O:28][CH:29]=[CH:30][CH:31]=2)[N:10]=1.[NH4+].[Cl-], predict the reaction product. The product is: [CH2:4]([C:9]1[N:17]=[C:16]2[C:12]([N:13]=[CH:14][N:15]2[CH2:18][C:19]2[CH:24]=[CH:23][C:22]([O:25][CH3:26])=[CH:21][CH:20]=2)=[C:11]([C:27]2[O:28][CH:29]=[CH:30][CH:31]=2)[N:10]=1)[CH3:5].